From a dataset of Full USPTO retrosynthesis dataset with 1.9M reactions from patents (1976-2016). Predict the reactants needed to synthesize the given product. (1) The reactants are: Cl[C:2]1[CH:7]=[CH:6][N:5]=[C:4]([NH:8][C:9]2[CH:14]=[CH:13][CH:12]=[C:11]([Cl:15])[CH:10]=2)[N:3]=1.C(N(C(C)C)CC)(C)C.[O:25]1[CH2:30][CH2:29][N:28]([CH2:31][CH2:32][CH2:33][NH2:34])[CH2:27][CH2:26]1. Given the product [Cl:15][C:11]1[CH:10]=[C:9]([NH:8][C:4]2[N:3]=[C:2]([NH:34][CH2:33][CH2:32][CH2:31][N:28]3[CH2:29][CH2:30][O:25][CH2:26][CH2:27]3)[CH:7]=[CH:6][N:5]=2)[CH:14]=[CH:13][CH:12]=1, predict the reactants needed to synthesize it. (2) Given the product [Br:28][C:25]1[CH:26]=[CH:27][C:22]([CH2:21][C:5]2[C:6]([NH:37][CH2:32][CH2:33][CH2:34][CH2:35][CH3:36])=[N:7][C:2]([NH2:1])=[N:3][C:4]=2[CH3:31])=[C:23]([O:29][CH3:30])[CH:24]=1, predict the reactants needed to synthesize it. The reactants are: [NH2:1][C:2]1[N:7]=[C:6](C2C(C)=C(S([O-])(=O)=O)C(C)=CC=2C)[C:5]([CH2:21][C:22]2[CH:27]=[CH:26][C:25]([Br:28])=[CH:24][C:23]=2[O:29][CH3:30])=[C:4]([CH3:31])[N:3]=1.[CH2:32]([NH2:37])[CH2:33][CH2:34][CH2:35][CH3:36]. (3) Given the product [C:1]1([C:7]2[C:12]3[S:13][C:14]([C:16]([OH:18])=[O:17])=[CH:15][C:11]=3[CH:10]=[CH:9][CH:8]=2)[CH:2]=[CH:3][CH:4]=[CH:5][CH:6]=1, predict the reactants needed to synthesize it. The reactants are: [C:1]1([C:7]2[C:12]3[S:13][C:14]([C:16]([O:18]C)=[O:17])=[CH:15][C:11]=3[CH:10]=[CH:9][CH:8]=2)[CH:6]=[CH:5][CH:4]=[CH:3][CH:2]=1.O.[OH-].[Li+].O.